Predict the reaction yield, written as a fraction of the theoretical maximum amount of product (1.0 means a 100% yield; for example, 0.34 means a 34% yield). From a dataset of Reaction yield outcomes from USPTO patents with 853,638 reactions. The reactants are [Cl:1][C:2]1[CH:3]=[C:4]([NH:9][C:10](=[O:12])[CH3:11])[CH:5]=[C:6]([CH3:8])[CH:7]=1.[C:13](Cl)(=[O:15])[CH3:14].[Cl-].[Al+3].[Cl-].[Cl-]. The catalyst is C(=S)=S. The product is [C:13]([C:7]1[C:6]([CH3:8])=[CH:5][C:4]([NH:9][C:10](=[O:12])[CH3:11])=[CH:3][C:2]=1[Cl:1])(=[O:15])[CH3:14]. The yield is 0.850.